This data is from Peptide-MHC class II binding affinity with 134,281 pairs from IEDB. The task is: Regression. Given a peptide amino acid sequence and an MHC pseudo amino acid sequence, predict their binding affinity value. This is MHC class II binding data. The peptide sequence is PRARYGLVHVANNNY. The MHC is DRB3_0202 with pseudo-sequence DRB3_0202. The binding affinity (normalized) is 0.515.